Predict which catalyst facilitates the given reaction. From a dataset of Catalyst prediction with 721,799 reactions and 888 catalyst types from USPTO. (1) Reactant: Br[CH2:2][C:3]1[CH:8]=[CH:7][C:6]([CH:9]([CH3:14])[C:10]([O:12]C)=[O:11])=[C:5]([F:15])[CH:4]=1.[CH3:16][CH:17]([C:23](=[O:26])[CH2:24][CH3:25])C(OCC)=O.C(=O)([O-])[O-].[K+].[K+]. Product: [F:15][C:5]1[CH:4]=[C:3]([CH2:2][CH:17]([CH3:16])[C:23](=[O:26])[CH2:24][CH3:25])[CH:8]=[CH:7][C:6]=1[CH:9]([CH3:14])[C:10]([OH:12])=[O:11]. The catalyst class is: 21. (2) The catalyst class is: 2. Reactant: Cl.[F:2][C:3]1[CH:18]=[CH:17][C:6]2[N:7]=[C:8]([NH:10][C@H:11]3[C@H:15]([NH2:16])[CH2:14][O:13][CH2:12]3)[S:9][C:5]=2[CH:4]=1.[N:19]1[N:20]([C:24]2[CH:32]=[CH:31][CH:30]=[CH:29][C:25]=2[C:26](O)=[O:27])[N:21]=[CH:22][CH:23]=1.C(Cl)CCl. Product: [F:2][C:3]1[CH:18]=[CH:17][C:6]2[N:7]=[C:8]([NH:10][C@@H:11]3[CH2:12][O:13][CH2:14][C@H:15]3[NH:16][C:26](=[O:27])[C:25]3[CH:29]=[CH:30][CH:31]=[CH:32][C:24]=3[N:20]3[N:21]=[CH:22][CH:23]=[N:19]3)[S:9][C:5]=2[CH:4]=1. (3) Reactant: [N+:1]([C:4]1[CH:11]=[CH:10][C:7]([CH:8]=O)=[CH:6][CH:5]=1)([O-:3])=[O:2].CO.Cl.[NH2:15][OH:16].C(=O)([O-])[O-].[Na+].[Na+]. Product: [N+:1]([C:4]1[CH:11]=[CH:10][C:7]([CH:8]=[N:15][OH:16])=[CH:6][CH:5]=1)([O-:3])=[O:2]. The catalyst class is: 6. (4) Reactant: [OH:1][C:2]1[CH:7]=[CH:6][N:5]=[C:4]([NH2:8])[CH:3]=1.[Br:9][CH2:10][C:11](=O)[C:12]([C:14]1[CH:19]=[CH:18][CH:17]=[CH:16][CH:15]=1)=[O:13]. Product: [BrH:9].[OH:1][C:2]1[CH:7]=[CH:6][N:5]2[CH:10]=[C:11]([C:12]([C:14]3[CH:19]=[CH:18][CH:17]=[CH:16][CH:15]=3)=[O:13])[N:8]=[C:4]2[CH:3]=1. The catalyst class is: 1. (5) Reactant: [F:1][C:2]1[CH:11]=[CH:10][C:5]([C:6]([O:8]C)=[O:7])=[CH:4][C:3]=1[NH:12][C:13]([C:15]1[N:19]2[CH:20]=[CH:21][CH:22]=[CH:23][C:18]2=[N:17][CH:16]=1)=[O:14].O.[OH-].[Li+]. Product: [F:1][C:2]1[CH:11]=[CH:10][C:5]([C:6]([OH:8])=[O:7])=[CH:4][C:3]=1[NH:12][C:13]([C:15]1[N:19]2[CH:20]=[CH:21][CH:22]=[CH:23][C:18]2=[N:17][CH:16]=1)=[O:14]. The catalyst class is: 776.